Dataset: Catalyst prediction with 721,799 reactions and 888 catalyst types from USPTO. Task: Predict which catalyst facilitates the given reaction. Reactant: [OH-].[Na+].[CH3:3][C:4]1[C:5]([CH2:12][CH:13]=[CH2:14])=[C:6]([OH:11])[CH:7]=[C:8]([CH3:10])[CH:9]=1.Cl[CH:16]([F:18])[F:17].O. Product: [F:17][CH:16]([O:11][C:6]1[CH:7]=[C:8]([CH3:10])[CH:9]=[C:4]([CH3:3])[C:5]=1[CH2:12][CH:13]=[CH2:14])[F:18]. The catalyst class is: 596.